This data is from Reaction yield outcomes from USPTO patents with 853,638 reactions. The task is: Predict the reaction yield, written as a fraction of the theoretical maximum amount of product (1.0 means a 100% yield; for example, 0.34 means a 34% yield). (1) The reactants are [NH2:1][C:2]1[CH:11]=[C:10]([C:12]([O:14][CH3:15])=[O:13])[CH:9]=[CH:8][C:3]=1[C:4]([O:6]C)=O.C(N(CC)CC)C.[Cl:23][C:24]1[CH:29]=[CH:28][C:27]([N:30]=[C:31]=[O:32])=[CH:26][CH:25]=1. The catalyst is O1CCOCC1. The product is [Cl:23][C:24]1[CH:29]=[CH:28][C:27]([N:30]2[C:4](=[O:6])[C:3]3[C:2](=[CH:11][C:10]([C:12]([O:14][CH3:15])=[O:13])=[CH:9][CH:8]=3)[NH:1][C:31]2=[O:32])=[CH:26][CH:25]=1. The yield is 0.660. (2) The product is [F:15][C:16]1[CH:17]=[C:6]([N:8]2[CH2:13][CH:12]3[CH2:14][CH:9]2[CH2:10][NH:11]3)[CH:19]=[CH:20][CH:21]=1. The reactants are C(O[C:6]([N:8]1[CH2:13][CH:12]2[CH2:14][CH:9]1[CH2:10][NH:11]2)=O)(C)(C)C.[F:15][C:16]1[CH:17]=C(Br)[CH:19]=[CH:20][CH:21]=1.C(P(C(C)(C)C)C1C=CC=CC=1C1C=CC=CC=1)(C)(C)C.CC(C)([O-])C.[Na+].C(O)(C(F)(F)F)=O. The yield is 0.410. The catalyst is C1(C)C=CC=CC=1. (3) The reactants are [NH:1]1[CH2:6][CH2:5][CH2:4][CH2:3][CH2:2]1.[Br:7][C:8]1[CH:13]=[CH:12][C:11]([C:14]2[O:15][C:16]([CH3:26])=[C:17]([CH2:19][CH2:20]OS(C)(=O)=O)[N:18]=2)=[CH:10][CH:9]=1.ClCCl. The catalyst is O1CCCC1. The product is [Br:7][C:8]1[CH:9]=[CH:10][C:11]([C:14]2[O:15][C:16]([CH3:26])=[C:17]([CH2:19][CH2:20][N:1]3[CH2:6][CH2:5][CH2:4][CH2:3][CH2:2]3)[N:18]=2)=[CH:12][CH:13]=1. The yield is 0.820. (4) The reactants are [CH:1]1([C:7](=O)[CH2:8][N:9]2[C:14](=[O:15])[C:13]([CH2:16][C:17]3[CH:22]=[CH:21][C:20]([C:23]4[CH:28]=[CH:27][CH:26]=[CH:25][C:24]=4[C:29]4[NH:33][C:32](=[O:34])[O:31][N:30]=4)=[CH:19][CH:18]=3)=[C:12]([CH2:35][CH2:36][CH3:37])[N:11]3[N:38]=[C:39]([CH3:41])[N:40]=[C:10]23)[CH2:6][CH2:5][CH2:4][CH2:3][CH2:2]1.Cl.[NH2:44][O:45][CH3:46].N1C=CC=CC=1.Cl. The catalyst is O.C(OCC)(=O)C. The product is [CH:1]1(/[C:7](=[N:44]\[O:45][CH3:46])/[CH2:8][N:9]2[C:14](=[O:15])[C:13]([CH2:16][C:17]3[CH:18]=[CH:19][C:20]([C:23]4[CH:28]=[CH:27][CH:26]=[CH:25][C:24]=4[C:29]4[NH:33][C:32](=[O:34])[O:31][N:30]=4)=[CH:21][CH:22]=3)=[C:12]([CH2:35][CH2:36][CH3:37])[N:11]3[N:38]=[C:39]([CH3:41])[N:40]=[C:10]23)[CH2:6][CH2:5][CH2:4][CH2:3][CH2:2]1. The yield is 0.260.